From a dataset of Full USPTO retrosynthesis dataset with 1.9M reactions from patents (1976-2016). Predict the reactants needed to synthesize the given product. (1) Given the product [I:11][C:12]1[CH:13]=[C:14]([C:15](=[NH:5])[NH2:16])[CH:17]=[CH:18][C:19]=1[CH3:20], predict the reactants needed to synthesize it. The reactants are: C[Si]([N-:5][Si](C)(C)C)(C)C.[Li+].[I:11][C:12]1[CH:13]=[C:14]([CH:17]=[CH:18][C:19]=1[CH3:20])[C:15]#[N:16].O.Cl. (2) Given the product [Cl:1][C:2]1[CH:3]=[CH:4][C:5]2[N:11]3[CH:12]=[CH:13][CH:14]=[C:10]3[C@@H:9]([CH2:15][C:16]([N:18]3[CH2:23][CH2:22][N:21]([CH2:24][C:25]([OH:27])=[O:26])[CH2:20][CH2:19]3)=[O:17])[O:8][C@H:7]([C:30]3[CH:35]=[CH:34][CH:33]=[C:32]([O:36][CH3:37])[C:31]=3[O:38][CH3:39])[C:6]=2[CH:40]=1, predict the reactants needed to synthesize it. The reactants are: [Cl:1][C:2]1[CH:3]=[CH:4][C:5]2[N:11]3[CH:12]=[CH:13][CH:14]=[C:10]3[C@@H:9]([CH2:15][C:16]([N:18]3[CH2:23][CH2:22][N:21]([CH2:24][C:25]([O:27]CC)=[O:26])[CH2:20][CH2:19]3)=[O:17])[O:8][C@H:7]([C:30]3[CH:35]=[CH:34][CH:33]=[C:32]([O:36][CH3:37])[C:31]=3[O:38][CH3:39])[C:6]=2[CH:40]=1.C(=O)([O-])[O-].[K+].[K+].Cl.C(OCC)(=O)C.